This data is from Reaction yield outcomes from USPTO patents with 853,638 reactions. The task is: Predict the reaction yield, written as a fraction of the theoretical maximum amount of product (1.0 means a 100% yield; for example, 0.34 means a 34% yield). (1) The catalyst is O1CCOCC1. The yield is 0.610. The reactants are ClC(Cl)(Cl)CO[C:5](=[O:27])[NH:6][C:7]1[N:8]([C:16]2[CH:21]=[CH:20][CH:19]=[C:18]([O:22][C@H:23]([CH3:26])[CH2:24][OH:25])[CH:17]=2)[N:9]=[C:10]([C:12]([CH3:15])([CH3:14])[CH3:13])[CH:11]=1.[CH3:30][C@H:31]1[CH2:36][CH2:35][CH2:34][CH2:33][N:32]1[C:37]1[N:41]2[CH:42]=[C:43]([O:46][C@H:47]3[C:56]4[C:51](=[CH:52][CH:53]=[CH:54][CH:55]=4)[C@@H:50]([NH2:57])[CH2:49][CH2:48]3)[CH:44]=[CH:45][C:40]2=[N:39][N:38]=1.CCN(C(C)C)C(C)C. The product is [C:12]([C:10]1[CH:11]=[C:7]([NH:6][C:5]([NH:57][C@@H:50]2[C:51]3[C:56](=[CH:55][CH:54]=[CH:53][CH:52]=3)[C@H:47]([O:46][C:43]3[CH:44]=[CH:45][C:40]4[N:41]([C:37]([N:32]5[CH2:33][CH2:34][CH2:35][CH2:36][C@@H:31]5[CH3:30])=[N:38][N:39]=4)[CH:42]=3)[CH2:48][CH2:49]2)=[O:27])[N:8]([C:16]2[CH:21]=[CH:20][CH:19]=[C:18]([O:22][C@H:23]([CH3:26])[CH2:24][OH:25])[CH:17]=2)[N:9]=1)([CH3:15])([CH3:13])[CH3:14]. (2) The product is [C:16]([SiH2:15][O:14][C:13]([CH3:21])([CH3:20])[C:10]1[CH:11]=[CH:12][C:7]([C:32]#[C:31][Si:28]([CH3:30])([CH3:29])[CH3:27])=[CH:8][C:9]=1[CH:22]([CH3:24])[CH3:23])([CH3:19])([CH3:18])[CH3:17]. The yield is 0.780. The reactants are FC(F)(F)S(O[C:7]1[CH:12]=[CH:11][C:10]([C:13]([CH3:21])([CH3:20])[O:14][SiH2:15][C:16]([CH3:19])([CH3:18])[CH3:17])=[C:9]([CH:22]([CH3:24])[CH3:23])[CH:8]=1)(=O)=O.[CH3:27][Si:28]([C:31]#[CH:32])([CH3:30])[CH3:29]. The catalyst is C(N(CC)CC)C.CN(C=O)C.Cl[Pd](Cl)([P](C1C=CC=CC=1)(C1C=CC=CC=1)C1C=CC=CC=1)[P](C1C=CC=CC=1)(C1C=CC=CC=1)C1C=CC=CC=1. (3) The reactants are [Br:1][C:2]1[CH:7]=[C:6]([F:8])[CH:5]=[CH:4][C:3]=1[OH:9].C(=O)([O-])[O-].[K+].[K+].[CH2:16](Br)[C:17]1[CH:22]=[CH:21][CH:20]=[CH:19][CH:18]=1.[Cl-].[Na+]. The catalyst is [I-].C([N+](CCCC)(CCCC)CCCC)CCC.C(OCC)(=O)C.CN(C)C=O. The product is [CH2:16]([O:9][C:3]1[CH:4]=[CH:5][C:6]([F:8])=[CH:7][C:2]=1[Br:1])[C:17]1[CH:22]=[CH:21][CH:20]=[CH:19][CH:18]=1. The yield is 0.900. (4) The reactants are [CH3:1][CH:2]1[CH2:7][C:6]([C:8]2[CH:13]=[CH:12][CH:11]=[CH:10][CH:9]=2)=[N:5][NH:4][C:3]1=[O:14].Cl.[OH-].[Na+]. The catalyst is C(#N)C.[Cu].[Cu]Cl. The product is [CH3:1][C:2]1[C:3](=[O:14])[NH:4][N:5]=[C:6]([C:8]2[CH:13]=[CH:12][CH:11]=[CH:10][CH:9]=2)[CH:7]=1. The yield is 0.938. (5) The reactants are [Cl:1][CH2:2][C:3]1[CH:10]=[CH:9][C:6]([CH:7]=O)=[CH:5][CH:4]=1.Cl.[NH2:12][OH:13]. The catalyst is C(O)C. The product is [Cl:1][CH2:2][C:3]1[CH:10]=[CH:9][C:6]([CH:7]=[N:12][OH:13])=[CH:5][CH:4]=1. The yield is 0.970. (6) The reactants are [NH:1]1[C:9]2[C:4](=[CH:5][CH:6]=[CH:7][CH:8]=2)[C:3]([C:10](=[O:59])[C:11]([NH:13][C:14]2[CH:19]=[CH:18][CH:17]=[C:16]([C:20]3[C:28]4[C:23](=[CH:24][CH:25]=[C:26]([C:29]5[N:33]=[CH:32][N:31](C(C6C=CC=CC=6)(C6C=CC=CC=6)C6C=CC=CC=6)[N:30]=5)[CH:27]=4)[N:22](C4CCCCO4)[N:21]=3)[CH:15]=2)=[O:12])=[CH:2]1. The catalyst is Cl.O1CCOCC1. The product is [NH:31]1[CH:32]=[N:33][C:29]([C:26]2[CH:27]=[C:28]3[C:23](=[CH:24][CH:25]=2)[NH:22][N:21]=[C:20]3[C:16]2[CH:15]=[C:14]([NH:13][C:11](=[O:12])[C:10]([C:3]3[C:4]4[C:9](=[CH:8][CH:7]=[CH:6][CH:5]=4)[NH:1][CH:2]=3)=[O:59])[CH:19]=[CH:18][CH:17]=2)=[N:30]1. The yield is 0.160. (7) The reactants are [Cl:1][C:2]1[CH:9]=[C:8]([O:10][CH3:11])[C:5]([CH:6]=O)=[C:4]([OH:12])[CH:3]=1.CN(C)C=O.C(=O)([O-])[O-].[Cs+].[Cs+].Cl[CH2:25][C:26](=[O:28])[CH3:27]. No catalyst specified. The product is [Cl:1][C:2]1[CH:9]=[C:8]([O:10][CH3:11])[C:5]2[CH:6]=[C:25]([C:26](=[O:28])[CH3:27])[O:12][C:4]=2[CH:3]=1. The yield is 0.660. (8) The reactants are Br[C:2]1[CH:3]=[C:4]([N:8]2[CH2:13][CH2:12][S:11](=[O:15])(=[O:14])[CH2:10][CH2:9]2)[CH:5]=[CH:6][CH:7]=1.[B:16]1([B:16]2[O:20][C:19]([CH3:22])([CH3:21])[C:18]([CH3:24])([CH3:23])[O:17]2)[O:20][C:19]([CH3:22])([CH3:21])[C:18]([CH3:24])([CH3:23])[O:17]1.C(Cl)Cl.C([O-])(=O)C. The catalyst is O1CCOCC1.CCOC(C)=O.C1C=CC(P(C2C=CC=CC=2)[C-]2C=CC=C2)=CC=1.C1C=CC(P(C2C=CC=CC=2)[C-]2C=CC=C2)=CC=1.Cl[Pd]Cl.[Fe+2]. The product is [CH3:23][C:18]1([CH3:24])[C:19]([CH3:22])([CH3:21])[O:20][B:16]([C:2]2[CH:3]=[C:4]([N:8]3[CH2:13][CH2:12][S:11](=[O:15])(=[O:14])[CH2:10][CH2:9]3)[CH:5]=[CH:6][CH:7]=2)[O:17]1. The yield is 0.757. (9) The reactants are [NH2:1][C:2]1[N:11]=[C:10]([O:12][CH2:13][CH2:14][CH2:15][CH2:16][CH3:17])[C:9]2[C:4](=[N:5][CH:6]=[C:7](Cl)[N:8]=2)[N:3]=1.C1(C)C=CC=CC=1P(C1C=CC=CC=1C)C1C=CC=CC=1C.[CH2:41]=[CH:42][C:43]1[CH:48]=[CH:47][CH:46]=[CH:45][CH:44]=1.C(N(CC)CC)C. The catalyst is C(#N)C.C([O-])(=O)C.[Pd+2].C([O-])(=O)C. The product is [NH2:1][C:2]1[N:11]=[C:10]([O:12][CH2:13][CH2:14][CH2:15][CH2:16][CH3:17])[C:9]2[C:4](=[N:5][CH:6]=[C:7]([CH:41]=[CH:42][C:43]3[CH:48]=[CH:47][CH:46]=[CH:45][CH:44]=3)[N:8]=2)[N:3]=1. The yield is 0.720. (10) The reactants are C1(P(C2C=CC=CC=2)C2C=CC=CC=2)C=CC=CC=1.II.[Si:22]([O:29][C@@H:30]([CH3:58])[C@@H:31]([NH:48][C:49]1[CH:54]=[CH:53][C:52]([C:55]#[N:56])=[C:51]([Cl:57])[CH:50]=1)[C:32]([NH:34][NH:35][C:36](=[O:47])[C:37]1[CH:42]=[CH:41][C:40]([S:43]([CH3:46])(=[O:45])=[O:44])=[CH:39][CH:38]=1)=O)([C:25]([CH3:28])([CH3:27])[CH3:26])([CH3:24])[CH3:23]. The catalyst is C(Cl)Cl. The product is [Si:22]([O:29][C@@H:30]([CH3:58])[C@@H:31]([NH:48][C:49]1[CH:54]=[CH:53][C:52]([C:55]#[N:56])=[C:51]([Cl:57])[CH:50]=1)[C:32]1[O:47][C:36]([C:37]2[CH:38]=[CH:39][C:40]([S:43]([CH3:46])(=[O:45])=[O:44])=[CH:41][CH:42]=2)=[N:35][N:34]=1)([C:25]([CH3:26])([CH3:28])[CH3:27])([CH3:24])[CH3:23]. The yield is 0.950.